From a dataset of Reaction yield outcomes from USPTO patents with 853,638 reactions. Predict the reaction yield, written as a fraction of the theoretical maximum amount of product (1.0 means a 100% yield; for example, 0.34 means a 34% yield). (1) The reactants are B(Br)(Br)Br.[CH:5]([C:8]1[CH:13]=[CH:12][CH:11]=[C:10]([CH:14]([CH3:16])[CH3:15])[C:9]=1[N:17]1[C:26](=[O:27])[C:25]2[CH:28]=[CH:29][C:30]3[O:31][C:32]4[C:37]([C:22]5[C:23]=3[C:24]=2[C:19](=[CH:20][CH:21]=5)[C:18]1=[O:40])=[CH:36][C:35]([O:38]C)=[CH:34][CH:33]=4)([CH3:7])[CH3:6].C([O-])(O)=O.[Na+]. The catalyst is ClCCl. The product is [CH:5]([C:8]1[CH:13]=[CH:12][CH:11]=[C:10]([CH:14]([CH3:16])[CH3:15])[C:9]=1[N:17]1[C:26](=[O:27])[C:25]2[CH:28]=[CH:29][C:30]3[O:31][C:32]4[C:37]([C:22]5[C:23]=3[C:24]=2[C:19](=[CH:20][CH:21]=5)[C:18]1=[O:40])=[CH:36][C:35]([OH:38])=[CH:34][CH:33]=4)([CH3:6])[CH3:7]. The yield is 0.840. (2) The reactants are [OH:1][CH2:2][CH:3]1[CH2:16][O:15][C:14]2[C:5](=[CH:6][C:7]3[C:8]([C:21]([F:24])([F:23])[F:22])=[CH:9][C:10]([O:17][CH:18]([CH3:20])[CH3:19])=[N:11][C:12]=3[CH:13]=2)[N:4]1[CH2:25][C:26]([F:29])([F:28])[F:27].[H-].[Na+].I[CH3:33]. The catalyst is C1COCC1. The product is [CH:18]([O:17][C:10]1[CH:9]=[C:8]([C:21]([F:22])([F:23])[F:24])[C:7]2[CH:6]=[C:5]3[N:4]([CH2:25][C:26]([F:28])([F:29])[F:27])[CH:3]([CH2:2][O:1][CH3:33])[CH2:16][O:15][C:14]3=[CH:13][C:12]=2[N:11]=1)([CH3:20])[CH3:19]. The yield is 0.810.